This data is from Catalyst prediction with 721,799 reactions and 888 catalyst types from USPTO. The task is: Predict which catalyst facilitates the given reaction. (1) Reactant: [F:1][C:2]1[CH:3]=[C:4]([CH2:9][C@H:10]([NH:47]C(=O)OC(C)(C)C)[C:11](=[O:46])[NH:12][C@H:13]2[CH2:38][O:37][C:36](=[O:39])[C@H:35]3[N:31]([CH2:32][C@H:33]([CH3:40])[CH2:34]3)[C:30](=[O:41])[C@H:29]([CH3:42])[NH:28][C:27](=[O:43])[C@H:26]3[N:21]([CH2:22][CH2:23][CH2:24][CH2:25]3)[C:20](=[O:44])[C@H:19]3[N:15]([CH2:16][CH2:17][CH2:18]3)[C:14]2=[O:45])[CH:5]=[C:6]([F:8])[CH:7]=1.ClCCl.[F:58][C:59]([F:64])([F:63])[C:60]([OH:62])=[O:61]. Product: [F:58][C:59]([F:64])([F:63])[C:60]([O-:62])=[O:61].[F:8][C:6]1[CH:5]=[C:4]([CH2:9][C@H:10]([NH3+:47])[C:11](=[O:46])[NH:12][C@H:13]2[CH2:38][O:37][C:36](=[O:39])[C@H:35]3[N:31]([CH2:32][C@H:33]([CH3:40])[CH2:34]3)[C:30](=[O:41])[C@H:29]([CH3:42])[NH:28][C:27](=[O:43])[C@H:26]3[N:21]([CH2:22][CH2:23][CH2:24][CH2:25]3)[C:20](=[O:44])[C@H:19]3[N:15]([CH2:16][CH2:17][CH2:18]3)[C:14]2=[O:45])[CH:3]=[C:2]([F:1])[CH:7]=1. The catalyst class is: 6. (2) Reactant: Br.[CH2:2]([O:4][C:5](=[O:21])[C:6]1[CH:11]=[CH:10][C:9]([C:12]2[S:13][CH:14]=[C:15]([C:17]([NH2:20])([CH3:19])[CH3:18])[N:16]=2)=[CH:8][CH:7]=1)[CH3:3].CN1CCOCC1.[C:29](Cl)(=[O:36])[C:30]1[CH:35]=[CH:34][CH:33]=[CH:32][CH:31]=1. Product: [CH2:2]([O:4][C:5](=[O:21])[C:6]1[CH:7]=[CH:8][C:9]([C:12]2[S:13][CH:14]=[C:15]([C:17]([NH:20][C:29](=[O:36])[C:30]3[CH:35]=[CH:34][CH:33]=[CH:32][CH:31]=3)([CH3:18])[CH3:19])[N:16]=2)=[CH:10][CH:11]=1)[CH3:3]. The catalyst class is: 4. (3) Reactant: [N:1]1[CH:6]=[CH:5][CH:4]=[C:3]([CH2:7][NH:8][S:9]([CH3:12])(=[O:11])=[O:10])[CH:2]=1.C([Li])CCC.Br[CH2:19][C:20]1[N:25]=[C:24]([N:26]2[CH2:31][CH2:30][O:29][CH2:28][CH2:27]2)[CH:23]=[C:22]([Cl:32])[N:21]=1. Product: [Cl:32][C:22]1[CH:23]=[C:24]([N:26]2[CH2:31][CH2:30][O:29][CH2:28][CH2:27]2)[N:25]=[C:20]([CH2:19][N:8]([CH2:7][C:3]2[CH:2]=[N:1][CH:6]=[CH:5][CH:4]=2)[S:9]([CH3:12])(=[O:11])=[O:10])[N:21]=1. The catalyst class is: 1. (4) Reactant: FC(F)(F)S(O[C:7]1[CH:12]=[CH:11][C:10]([C@@H:13]2[C@@H:16]([CH2:17][CH2:18][C@@H:19]([C:21]3[CH:26]=[CH:25][C:24]([F:27])=[CH:23][CH:22]=3)[OH:20])[C:15](=[O:28])[N:14]2[C:29]2[CH:34]=[CH:33][C:32]([F:35])=[CH:31][CH:30]=2)=[CH:9][CH:8]=1)(=O)=O.C(=O)([O-])[O-].[K+].[K+].[OH:44][C:45]1[CH:50]=[CH:49][C:48](B(O)O)=[CH:47][CH:46]=1. Product: [F:35][C:32]1[CH:31]=[CH:30][C:29]([N:14]2[C@H:13]([C:10]3[CH:11]=[CH:12][C:7]([C:48]4[CH:49]=[CH:50][C:45]([OH:44])=[CH:46][CH:47]=4)=[CH:8][CH:9]=3)[C@@H:16]([CH2:17][CH2:18][C@@H:19]([C:21]3[CH:22]=[CH:23][C:24]([F:27])=[CH:25][CH:26]=3)[OH:20])[C:15]2=[O:28])=[CH:34][CH:33]=1. The catalyst class is: 460. (5) Reactant: C([O:3][P:4]([C:9]1[C:13]([P:14]([O:19]CC)([O:16]CC)=[O:15])=[CH:12][S:11][CH:10]=1)([O:6]CC)=[O:5])C.I[Si](C)(C)C. Product: [P:14]([C:13]1[C:9]([P:4]([OH:5])([OH:6])=[O:3])=[CH:10][S:11][CH:12]=1)([OH:19])([OH:16])=[O:15]. The catalyst class is: 10. (6) Reactant: [C:1]([O:5][C:6](=[O:20])[NH:7][C:8]1[CH:13]=[C:12](F)[C:11]([C:15]#[N:16])=[CH:10][C:9]=1[N+:17]([O-:19])=[O:18])([CH3:4])([CH3:3])[CH3:2].[CH3:21][NH:22][CH2:23][CH2:24][CH3:25]. Product: [C:1]([O:5][C:6](=[O:20])[NH:7][C:8]1[CH:13]=[C:12]([N:22]([CH3:21])[CH2:23][CH2:24][CH3:25])[C:11]([C:15]#[N:16])=[CH:10][C:9]=1[N+:17]([O-:19])=[O:18])([CH3:4])([CH3:3])[CH3:2]. The catalyst class is: 16. (7) Reactant: [F:1][C:2]([F:16])([F:15])[C:3]1[CH:4]=[C:5]([NH:9][C:10]([CH3:14])=[CH:11][C:12]#[N:13])[CH:6]=[CH:7][CH:8]=1.[CH:17]([C:19]1[CH:26]=[CH:25][C:22]([C:23]#[N:24])=[CH:21][CH:20]=1)=O.[C:27]([CH2:29][C:30]([O:32][CH2:33][CH3:34])=[O:31])#[N:28].N1CCCCC1. Product: [NH2:28][C:27]1[N:9]([C:5]2[CH:6]=[CH:7][CH:8]=[C:3]([C:2]([F:15])([F:16])[F:1])[CH:4]=2)[C:10]([CH3:14])=[C:11]([C:12]#[N:13])[CH:17]([C:19]2[CH:26]=[CH:25][C:22]([C:23]#[N:24])=[CH:21][CH:20]=2)[C:29]=1[C:30]([O:32][CH2:33][CH3:34])=[O:31]. The catalyst class is: 8. (8) Reactant: [CH:1]([N:3]1[CH2:8][CH2:7][N:6]([C:9]([O:11][C:12]([CH3:15])([CH3:14])[CH3:13])=[O:10])[CH2:5][CH:4]1[C:16]([O:18]C)=[O:17])=[O:2].[Li+:20].[OH-]. Product: [C:12]([O:11][C:9]([N:6]1[CH2:7][CH2:8][N:3]([CH:1]=[O:2])[CH:4]([C:16]([O-:18])=[O:17])[CH2:5]1)=[O:10])([CH3:15])([CH3:13])[CH3:14].[Li+:20]. The catalyst class is: 38.